Dataset: Reaction yield outcomes from USPTO patents with 853,638 reactions. Task: Predict the reaction yield, written as a fraction of the theoretical maximum amount of product (1.0 means a 100% yield; for example, 0.34 means a 34% yield). The reactants are [CH3:1][CH:2]1[C:7]([C:8]2[C:16]3[C:11](=[N:12][CH:13]=[C:14]([N+:21]([O-])=O)[C:15]=3[C:17]([F:20])([F:19])[F:18])[N:10]([CH3:24])[CH:9]=2)=[CH:6][CH2:5][N:4]([C:25]([O:27][C:28]([CH3:31])([CH3:30])[CH3:29])=[O:26])[CH2:3]1.C([O-])=O.[NH4+]. The catalyst is CCO.O.O.[OH-].[OH-].[Pd+2]. The product is [NH2:21][C:14]1[C:15]([C:17]([F:18])([F:20])[F:19])=[C:16]2[C:8]([CH:7]3[CH2:6][CH2:5][N:4]([C:25]([O:27][C:28]([CH3:30])([CH3:31])[CH3:29])=[O:26])[CH2:3][CH:2]3[CH3:1])=[CH:9][N:10]([CH3:24])[C:11]2=[N:12][CH:13]=1. The yield is 0.800.